Dataset: Catalyst prediction with 721,799 reactions and 888 catalyst types from USPTO. Task: Predict which catalyst facilitates the given reaction. (1) Reactant: [NH2:1][C:2]1[CH:11]=[C:10]([C:12]([O:14][CH3:15])=[O:13])[CH:9]=[CH:8][C:3]=1[C:4]([O:6][CH3:7])=[O:5].N1C=CC=CC=1.[Br:22]Br. The catalyst class is: 4. Product: [NH2:1][C:2]1[C:3]([C:4]([O:6][CH3:7])=[O:5])=[CH:8][CH2:9][C:10]([Br:22])([C:12]([O:14][CH3:15])=[O:13])[CH:11]=1. (2) Reactant: C([BH3-])#N.[Na+].[Br:5][CH2:6][C:7](=[O:13])[C:8]([O:10][CH2:11][CH3:12])=[O:9].Cl. Product: [Br:5][CH2:6][CH:7]([OH:13])[C:8]([O:10][CH2:11][CH3:12])=[O:9]. The catalyst class is: 459. (3) Reactant: C([O:3][C:4](=[O:23])[C:5]1[CH:10]=[CH:9][C:8]([NH:11][C:12](=[O:22])[CH2:13][CH2:14][CH2:15][CH2:16][CH2:17][CH2:18][CH2:19][CH2:20][CH3:21])=[CH:7][CH:6]=1)C.[OH-].[Na+].Cl. Product: [C:12]([NH:11][C:8]1[CH:9]=[CH:10][C:5]([C:4]([OH:23])=[O:3])=[CH:6][CH:7]=1)(=[O:22])[CH2:13][CH2:14][CH2:15][CH2:16][CH2:17][CH2:18][CH2:19][CH2:20][CH3:21]. The catalyst class is: 88.